This data is from Reaction yield outcomes from USPTO patents with 853,638 reactions. The task is: Predict the reaction yield, written as a fraction of the theoretical maximum amount of product (1.0 means a 100% yield; for example, 0.34 means a 34% yield). (1) The reactants are CC[O-].[Na+].[C:5]1([SH:11])[CH:10]=[CH:9][CH:8]=[CH:7][CH:6]=1.Br[CH:13]([CH:20]([CH3:22])[CH3:21])[C:14](=[O:19])[C:15]([CH3:18])([CH3:17])[CH3:16].O. The catalyst is C(O)C. The product is [CH3:16][C:15]([CH3:18])([C:14](=[O:19])[CH:13]([S:11][C:5]1[CH:10]=[CH:9][CH:8]=[CH:7][CH:6]=1)[CH:20]([CH3:22])[CH3:21])[CH3:17]. The yield is 0.850. (2) The reactants are I[C:2]1[CH:7]=[CH:6][C:5]([S:8]([N:11]([CH3:13])[CH3:12])(=[O:10])=[O:9])=[CH:4][CH:3]=1.[F:14][C:15]([F:26])([F:25])[C:16]1[C:24]2[CH2:23][CH2:22][CH2:21][CH2:20][C:19]=2[NH:18][N:17]=1.N[C@@H]1CCCC[C@H]1N.C(=O)([O-])[O-].[K+].[K+]. The catalyst is O1CCOCC1.[Cu]I. The product is [CH3:12][N:11]([CH3:13])[S:8]([C:5]1[CH:6]=[CH:7][C:2]([N:18]2[C:19]3[CH2:20][CH2:21][CH2:22][CH2:23][C:24]=3[C:16]([C:15]([F:14])([F:26])[F:25])=[N:17]2)=[CH:3][CH:4]=1)(=[O:10])=[O:9]. The yield is 0.350. (3) The reactants are [CH3:1][O:2][C:3]1[C:11]([CH3:12])=[C:10]2[C:6]([C:7](=[O:13])[O:8][CH2:9]2)=[C:5]([O:14][CH2:15][CH2:16][Si:17]([CH3:20])([CH3:19])[CH3:18])[C:4]=1[CH2:21]C=O.C1(P(C2C=CC=CC=2)(C2C=CC=CC=2)=[C:31]([CH2:34][CH3:35])[CH:32]=[O:33])C=CC=CC=1.[C:48]1(C)C=CC=CC=1. No catalyst specified. The product is [CH2:34]([C:31](=[CH:48][CH2:21][C:4]1[C:5]([O:14][CH2:15][CH2:16][Si:17]([CH3:20])([CH3:18])[CH3:19])=[C:6]2[C:10](=[C:11]([CH3:12])[C:3]=1[O:2][CH3:1])[CH2:9][O:8][C:7]2=[O:13])[CH:32]=[O:33])[CH3:35]. The yield is 0.830. (4) The reactants are [NH2:1][C:2]1[CH:7]=[C:6]([C:8]2[CH:13]=[CH:12][C:11]([Cl:14])=[C:10]([O:15][CH3:16])[C:9]=2[F:17])[N:5]=[C:4]([C:18]([OH:20])=[O:19])[C:3]=1[Cl:21].C1(P(C2C=CC=CC=2)C2C=CC=CC=2)C=CC=CC=1.N(C(OCC)=O)=NC(OCC)=O.[CH3:53][O:54][C:55]1[CH:62]=[CH:61][C:58]([CH2:59]O)=[CH:57][CH:56]=1. The catalyst is C1COCC1. The product is [NH2:1][C:2]1[CH:7]=[C:6]([C:8]2[CH:13]=[CH:12][C:11]([Cl:14])=[C:10]([O:15][CH3:16])[C:9]=2[F:17])[N:5]=[C:4]([C:18]([O:20][CH2:59][C:58]2[CH:61]=[CH:62][C:55]([O:54][CH3:53])=[CH:56][CH:57]=2)=[O:19])[C:3]=1[Cl:21]. The yield is 0.260. (5) The reactants are [CH3:1][C:2]1[CH:7]=[CH:6][CH:5]=[C:4]([CH3:8])[C:3]=1[C:9]1[N:21]=[C:12]2[CH:13]=[CH:14][C:15]([C:17](OC)=[O:18])=[CH:16][N:11]2[N:10]=1.CC(C[AlH]CC(C)C)C. The catalyst is C(Cl)Cl. The product is [CH3:1][C:2]1[CH:7]=[CH:6][CH:5]=[C:4]([CH3:8])[C:3]=1[C:9]1[N:21]=[C:12]2[CH:13]=[CH:14][C:15]([CH2:17][OH:18])=[CH:16][N:11]2[N:10]=1. The yield is 0.570. (6) The reactants are C([NH:4][C:5]1(C(OCC)=O)[CH2:14][C:13]2[C:8](=[CH:9][CH:10]=[CH:11][CH:12]=2)[NH:7][C:6]1=[O:15])(=O)C. The catalyst is Cl. The product is [NH2:4][CH:5]1[CH2:14][C:13]2[C:8](=[CH:9][CH:10]=[CH:11][CH:12]=2)[NH:7][C:6]1=[O:15]. The yield is 0.720.